This data is from Catalyst prediction with 721,799 reactions and 888 catalyst types from USPTO. The task is: Predict which catalyst facilitates the given reaction. (1) Reactant: [C:1]([O:5][C:6]([N:8]1[C@@H:16]2[C@@H:11]([CH2:12][CH2:13][CH2:14][CH2:15]2)[CH2:10][C@H:9]1[C:17](O)=[O:18])=[O:7])([CH3:4])([CH3:3])[CH3:2].C[Si](C=[N+]=[N-])(C)C.[BH4-].[Li+]. Product: [C:1]([O:5][C:6]([N:8]1[C@@H:16]2[C@@H:11]([CH2:12][CH2:13][CH2:14][CH2:15]2)[CH2:10][C@H:9]1[CH2:17][OH:18])=[O:7])([CH3:4])([CH3:3])[CH3:2]. The catalyst class is: 24. (2) Reactant: [NH2:1][C:2]1[NH:7][C:6](=[S:8])[C:5]([C:9]#[N:10])=[C:4]([C:11]2[O:12][CH:13]=[CH:14][CH:15]=2)[C:3]=1[C:16]#[N:17].[CH3:18][O-].[Na+].CI. Product: [NH2:1][C:2]1[C:3]([C:16]#[N:17])=[C:4]([C:11]2[O:12][CH:13]=[CH:14][CH:15]=2)[C:5]([C:9]#[N:10])=[C:6]([S:8][CH3:18])[N:7]=1. The catalyst class is: 5. (3) Reactant: [NH:1]1[CH:5]=[C:4]([C:6]2[CH2:7][CH2:8][N:9]([C:12]([O:14][C:15]([CH3:18])([CH3:17])[CH3:16])=[O:13])[CH2:10][CH:11]=2)[N:3]=[N:2]1.Cl[C:20]1[CH:25]=[N:24][CH:23]=[CH:22][N:21]=1.[OH-].[K+].[H-].[Na+]. Product: [N:21]1[CH:22]=[CH:23][N:24]=[CH:25][C:20]=1[N:1]1[CH:5]=[C:4]([C:6]2[CH2:7][CH2:8][N:9]([C:12]([O:14][C:15]([CH3:18])([CH3:17])[CH3:16])=[O:13])[CH2:10][CH:11]=2)[N:3]=[N:2]1. The catalyst class is: 35. (4) Reactant: [Cl:1][C:2]1[CH:7]=[C:6]([O:8][CH2:9][C:10]2[CH:15]=[CH:14][CH:13]=[CH:12][CH:11]=2)[CH:5]=[C:4]([Cl:16])[C:3]=1[OH:17].C(=O)([O-])[O-].[K+].[K+].Cl[CH2:25][CH2:26][OH:27]. Product: [Cl:1][C:2]1[CH:7]=[C:6]([O:8][CH2:9][C:10]2[CH:15]=[CH:14][CH:13]=[CH:12][CH:11]=2)[CH:5]=[C:4]([Cl:16])[C:3]=1[O:17][CH2:25][CH2:26][OH:27]. The catalyst class is: 517. (5) Product: [ClH:1].[N:16]12[CH2:21][CH2:20][CH:19]([CH2:18][CH2:17]1)[C@@H:14]([NH:13][C:11]([C:9]1[S:10][C:6]3[CH:5]=[C:4]([NH:3][C:11]([NH:13][C:14]4[CH:15]=[CH:30][C:29]([N:26]([CH3:24])[CH3:27])=[CH:18][CH:19]=4)=[O:12])[CH:23]=[CH:22][C:7]=3[CH:8]=1)=[O:12])[CH2:15]2. Reactant: [ClH:1].Cl.[NH2:3][C:4]1[CH:23]=[CH:22][C:7]2[CH:8]=[C:9]([C:11]([NH:13][C@@H:14]3[CH:19]4[CH2:20][CH2:21][N:16]([CH2:17][CH2:18]4)[CH2:15]3)=[O:12])[S:10][C:6]=2[CH:5]=1.[CH2:24]([N:26]([CH2:29][CH3:30])[CH2:27]C)C. The catalyst class is: 1. (6) Reactant: [Cl:1][C:2]1[CH:3]=[C:4]([CH:18]=[CH:19][C:20]=1[Cl:21])[O:5][CH:6]1[CH2:12][CH:11]2[N:13]([CH2:14][C:15]([NH2:17])=[S:16])[CH:8]([CH2:9][CH2:10]2)[CH2:7]1.Cl[CH2:23][CH:24]=O. The catalyst class is: 86. Product: [Cl:1][C:2]1[CH:3]=[C:4]([CH:18]=[CH:19][C:20]=1[Cl:21])[O:5][CH:6]1[CH2:12][CH:11]2[N:13]([CH2:14][C:15]3[S:16][CH:23]=[CH:24][N:17]=3)[CH:8]([CH2:9][CH2:10]2)[CH2:7]1. (7) Reactant: [CH2:1]([O:8][C:9](=[O:18])[C:10]1[CH:15]=[CH:14][C:13]([CH:16]=[O:17])=[CH:12][CH:11]=1)[C:2]1[CH:7]=[CH:6][CH:5]=[CH:4][CH:3]=1.[P:19]([O-:24])([O:22][CH3:23])[O:20][CH3:21]. Product: [CH2:1]([O:8][C:9](=[O:18])[C:10]1[CH:11]=[CH:12][C:13]([CH:16]([P:19]([O:22][CH3:23])([O:20][CH3:21])=[O:24])[OH:17])=[CH:14][CH:15]=1)[C:2]1[CH:3]=[CH:4][CH:5]=[CH:6][CH:7]=1. The catalyst class is: 49. (8) Reactant: C(OC([NH:8][C:9]1[CH2:10][C:11]([C:31](=[O:47])[N:32]([CH2:36][CH2:37][CH2:38][O:39][Si](C(C)(C)C)(C)C)[CH2:33][CH2:34][CH3:35])=[CH:12][C:13]2[CH:19]=[CH:18][C:17]([C:20]3[CH:30]=[CH:29][C:23]([C:24]([O:26][CH2:27][CH3:28])=[O:25])=[CH:22][CH:21]=3)=[CH:16][C:14]=2[N:15]=1)=O)(C)(C)C. Product: [NH2:8][C:9]1[CH2:10][C:11]([C:31](=[O:47])[N:32]([CH2:36][CH2:37][CH2:38][OH:39])[CH2:33][CH2:34][CH3:35])=[CH:12][C:13]2[CH:19]=[CH:18][C:17]([C:20]3[CH:30]=[CH:29][C:23]([C:24]([O:26][CH2:27][CH3:28])=[O:25])=[CH:22][CH:21]=3)=[CH:16][C:14]=2[N:15]=1. The catalyst class is: 620.